This data is from Full USPTO retrosynthesis dataset with 1.9M reactions from patents (1976-2016). The task is: Predict the reactants needed to synthesize the given product. (1) Given the product [CH3:29][C:30]1[CH:36]=[CH:35][CH:34]=[C:33]([CH3:37])[C:31]=1[NH:32][C:17]([CH:8]1[C:9]2[C:14](=[CH:13][CH:12]=[CH:11][CH:10]=2)[C:15](=[O:16])[N:7]1[CH2:6][C:5]1[CH:20]=[CH:21][C:2]([F:1])=[CH:3][C:4]=1[O:22][CH3:23])=[O:19], predict the reactants needed to synthesize it. The reactants are: [F:1][C:2]1[CH:21]=[CH:20][C:5]([CH2:6][N:7]2[C:15](=[O:16])[C:14]3[C:9](=[CH:10][CH:11]=[CH:12][CH:13]=3)[CH:8]2[C:17]([OH:19])=O)=[C:4]([O:22][CH3:23])[CH:3]=1.CN(C)C=O.[CH3:29][C:30]1[CH:36]=[CH:35][CH:34]=[C:33]([CH3:37])[C:31]=1[NH2:32]. (2) The reactants are: [O:1]=[C:2]1[N:6]([CH:7]2[CH2:12][CH2:11][NH:10][CH2:9][CH2:8]2)[C:5]2[CH:13]=[CH:14][CH:15]=[CH:16][C:4]=2[NH:3]1.N1C=CC=CC=1.[CH2:23]([C:27]1[CH:35]=[CH:34][C:30]([C:31](Cl)=[O:32])=[CH:29][CH:28]=1)[CH2:24][CH2:25][CH3:26]. Given the product [CH2:23]([C:27]1[CH:28]=[CH:29][C:30]([C:31]([N:10]2[CH2:9][CH2:8][CH:7]([N:6]3[C:5]4[CH:13]=[CH:14][CH:15]=[CH:16][C:4]=4[NH:3][C:2]3=[O:1])[CH2:12][CH2:11]2)=[O:32])=[CH:34][CH:35]=1)[CH2:24][CH2:25][CH3:26], predict the reactants needed to synthesize it. (3) Given the product [NH2:7][C:8]1[CH:13]=[CH:12][C:11]([C:14]2[N:19]=[N:18][N:17]([C:20]3[CH:25]=[CH:24][C:23]([C:26]([F:28])([F:29])[F:27])=[CH:22][C:21]=3[F:30])[C:15]=2[NH2:16])=[CH:10][CH:9]=1, predict the reactants needed to synthesize it. The reactants are: CC(C)([O-])C.[K+].[NH2:7][C:8]1[CH:13]=[CH:12][C:11]([CH2:14][C:15]#[N:16])=[CH:10][CH:9]=1.[N:17]([C:20]1[CH:25]=[CH:24][C:23]([C:26]([F:29])([F:28])[F:27])=[CH:22][C:21]=1[F:30])=[N+:18]=[N-:19]. (4) Given the product [F:1][C:2]1[C:3]([C:9]#[N:10])=[N:4][CH:5]=[CH:6][C:7]=1[C:15]1[CH:16]=[N:11][CH:12]=[N:13][CH:14]=1, predict the reactants needed to synthesize it. The reactants are: [F:1][C:2]1[C:3]([C:9]#[N:10])=[N:4][CH:5]=[CH:6][C:7]=1I.[N:11]1[CH:16]=[C:15](B(O)O)[CH:14]=[N:13][CH:12]=1.C(=O)([O-])[O-].[Cs+].[Cs+]. (5) Given the product [Br:1][C:2]1[CH:3]=[CH:4][C:5]2[CH:9]=[CH:8][S:7][C:6]=2[CH:13]=1, predict the reactants needed to synthesize it. The reactants are: [Br:1][C:2]1[CH:3]=[CH:4][C:5]2[CH:9]=[C:8](C(O)=O)[S:7][C:6]=2[CH:13]=1.Cl. (6) Given the product [Cl:1][C:2]1[CH:3]=[CH:4][C:5]2[S:9][C:8](=[O:10])[N:7]([CH2:20][CH:19]=[CH2:18])[C:6]=2[CH:11]=1, predict the reactants needed to synthesize it. The reactants are: [Cl:1][C:2]1[CH:3]=[CH:4][C:5]2[S:9][C:8](=[O:10])[NH:7][C:6]=2[CH:11]=1.C(=O)([O-])[O-].[K+].[K+].[CH2:18](I)[CH:19]=[CH2:20].